From a dataset of Reaction yield outcomes from USPTO patents with 853,638 reactions. Predict the reaction yield, written as a fraction of the theoretical maximum amount of product (1.0 means a 100% yield; for example, 0.34 means a 34% yield). (1) The reactants are [NH:1]1[C:9]2[C:4](=[CH:5][CH:6]=[CH:7][C:8]=2[C:10]([OH:12])=O)[CH:3]=[CH:2]1.CN(C(ON1N=NC2C=CC=CC1=2)=[N+](C)C)C.[B-](F)(F)(F)F.C(N(CC)C(C)C)(C)C.[C:44]([C:48]1[CH:64]=[CH:63][C:51]([CH2:52][NH:53][CH2:54][CH2:55][C:56]2[CH:61]=[CH:60][CH:59]=[C:58]([Cl:62])[CH:57]=2)=[CH:50][CH:49]=1)([CH3:47])([CH3:46])[CH3:45]. The catalyst is CN(C=O)C.O. The product is [C:44]([C:48]1[CH:64]=[CH:63][C:51]([CH2:52][N:53]([CH2:54][CH2:55][C:56]2[CH:61]=[CH:60][CH:59]=[C:58]([Cl:62])[CH:57]=2)[C:10]([C:8]2[CH:7]=[CH:6][CH:5]=[C:4]3[C:9]=2[NH:1][CH:2]=[CH:3]3)=[O:12])=[CH:50][CH:49]=1)([CH3:47])([CH3:45])[CH3:46]. The yield is 0.900. (2) The reactants are C([Li])(C)(C)C.Br[C:7]1[CH:12]=[CH:11][C:10]([Br:13])=[CH:9][CH:8]=1.[Cu]C#N.[C:17]([O:22][CH3:23])(=[O:21])[C@H:18]1[O:20][CH2:19]1.[Cl-].[NH4+]. The catalyst is COC(C)(C)C. The product is [Br:13][C:10]1[CH:11]=[CH:12][C:7]([CH2:19][C@H:18]([OH:20])[C:17]([O:22][CH3:23])=[O:21])=[CH:8][CH:9]=1. The yield is 0.560. (3) The yield is 0.260. The reactants are Cl[C:2]1[CH:7]=[CH:6][C:5]([CH3:8])=[CH:4][C:3]=1[N+:9]([O-])=O.[NH:12]1[CH:16]=[N:15][C:14]([SH:17])=[N:13]1.C([O-])([O-])=O.[K+].[K+]. The product is [CH3:8][C:5]1[CH:6]=[CH:7][C:2]([S:17][C:14]2[N:15]=[CH:16][NH:12][N:13]=2)=[C:3]([NH2:9])[CH:4]=1. The catalyst is CN(C=O)C.O.